From a dataset of Full USPTO retrosynthesis dataset with 1.9M reactions from patents (1976-2016). Predict the reactants needed to synthesize the given product. (1) Given the product [F:46][C:47]1[CH:48]=[C:49]([CH:92]=[CH:93][CH:94]=1)[CH2:50][N:51]1[CH:55]=[C:54]([C:56]2[C:64]3[C:59](=[N:60][CH:61]=[C:62]([C:65]4[CH:70]=[CH:69][C:68]([N:71]5[CH2:72][CH2:73][N:74]([CH2:77][C@@H:78]([OH:80])[CH3:79])[CH2:75][CH2:76]5)=[C:67]([CH3:81])[CH:66]=4)[CH:63]=3)[NH:58][CH:57]=2)[CH:53]=[N:52]1, predict the reactants needed to synthesize it. The reactants are: Cl.FC1C=C(C=CC=1)CN1C=C(C2C3C(=NC=C(C4C=CC(C5CCNCC5)=CC=4)C=3)N(S(C3C=CC(C)=CC=3)(=O)=O)C=2)C=N1.[F:46][C:47]1[CH:48]=[C:49]([CH:92]=[CH:93][CH:94]=1)[CH2:50][N:51]1[CH:55]=[C:54]([C:56]2[C:64]3[C:59](=[N:60][CH:61]=[C:62]([C:65]4[CH:70]=[CH:69][C:68]([N:71]5[CH2:76][CH2:75][N:74]([CH2:77][C@@H:78]([OH:80])[CH3:79])[CH2:73][CH2:72]5)=[C:67]([CH3:81])[CH:66]=4)[CH:63]=3)[N:58](S(C3C=CC(C)=CC=3)(=O)=O)[CH:57]=2)[CH:53]=[N:52]1.[OH-].[Li+]. (2) The reactants are: Cl.[NH2:2][C:3]1([CH2:9][NH:10][C:11]([C:13]2[C:14]([Cl:22])=[C:15]3[C:19](=[CH:20][CH:21]=2)[NH:18][CH:17]=[CH:16]3)=[O:12])[CH2:8][CH2:7][CH2:6][CH2:5][CH2:4]1.CCN(CC)CC.[C:30](Cl)(=[O:32])[CH3:31]. Given the product [C:30]([NH:2][C:3]1([CH2:9][NH:10][C:11]([C:13]2[C:14]([Cl:22])=[C:15]3[C:19](=[CH:20][CH:21]=2)[NH:18][CH:17]=[CH:16]3)=[O:12])[CH2:4][CH2:5][CH2:6][CH2:7][CH2:8]1)(=[O:32])[CH3:31], predict the reactants needed to synthesize it.